Dataset: Peptide-MHC class II binding affinity with 134,281 pairs from IEDB. Task: Regression. Given a peptide amino acid sequence and an MHC pseudo amino acid sequence, predict their binding affinity value. This is MHC class II binding data. (1) The binding affinity (normalized) is 0.110. The MHC is DRB1_0401 with pseudo-sequence DRB1_0401. The peptide sequence is VYRIMTRGLLGSYQAGA. (2) The peptide sequence is EKKYFAAPQFEPLAA. The MHC is HLA-DQA10301-DQB10302 with pseudo-sequence HLA-DQA10301-DQB10302. The binding affinity (normalized) is 0.530.